This data is from Peptide-MHC class I binding affinity with 185,985 pairs from IEDB/IMGT. The task is: Regression. Given a peptide amino acid sequence and an MHC pseudo amino acid sequence, predict their binding affinity value. This is MHC class I binding data. (1) The peptide sequence is IPMVTQIAM. The MHC is HLA-B35:01 with pseudo-sequence HLA-B35:01. The binding affinity (normalized) is 0.942. (2) The peptide sequence is GPAFVRTKL. The MHC is HLA-B51:01 with pseudo-sequence HLA-B51:01. The binding affinity (normalized) is 0.0847. (3) The peptide sequence is ALAKAAAAA. The MHC is HLA-A02:05 with pseudo-sequence HLA-A02:05. The binding affinity (normalized) is 0.578. (4) The peptide sequence is KLNDWDFVV. The MHC is HLA-A02:01 with pseudo-sequence HLA-A02:01. The binding affinity (normalized) is 0.948. (5) The MHC is HLA-B15:03 with pseudo-sequence HLA-B15:03. The binding affinity (normalized) is 0.769. The peptide sequence is ISSRESVSF. (6) The peptide sequence is RAFLKQHPL. The MHC is H-2-Kb with pseudo-sequence H-2-Kb. The binding affinity (normalized) is 0.573. (7) The binding affinity (normalized) is 0.861. The MHC is H-2-Kk with pseudo-sequence H-2-Kk. The peptide sequence is KEGKAGYI.